Dataset: Reaction yield outcomes from USPTO patents with 853,638 reactions. Task: Predict the reaction yield, written as a fraction of the theoretical maximum amount of product (1.0 means a 100% yield; for example, 0.34 means a 34% yield). The reactants are [CH2:1]([O:5][C:6]1[CH:11]=[CH:10][C:9]([S:12]([NH:15][CH:16]([CH3:19])[CH2:17][OH:18])(=[O:14])=[O:13])=[CH:8][CH:7]=1)[C:2]#[C:3][CH3:4].[C:20](=O)([O-])[O-].[K+].[K+].IC. The catalyst is CN(C=O)C.CCOCC. The product is [CH2:1]([O:5][C:6]1[CH:7]=[CH:8][C:9]([S:12]([N:15]([CH:16]([CH3:19])[CH2:17][OH:18])[CH3:20])(=[O:13])=[O:14])=[CH:10][CH:11]=1)[C:2]#[C:3][CH3:4]. The yield is 0.840.